From a dataset of CYP2D6 inhibition data for predicting drug metabolism from PubChem BioAssay. Regression/Classification. Given a drug SMILES string, predict its absorption, distribution, metabolism, or excretion properties. Task type varies by dataset: regression for continuous measurements (e.g., permeability, clearance, half-life) or binary classification for categorical outcomes (e.g., BBB penetration, CYP inhibition). Dataset: cyp2d6_veith. (1) The compound is Cc1noc(C)c1-c1cncnc1-n1ccnc1. The result is 0 (non-inhibitor). (2) The compound is COc1cc(C)c(Br)cc1S(=O)(=O)NCc1ccccc1. The result is 0 (non-inhibitor). (3) The molecule is CCOC(=O)c1oc2ccccc2c1NC(=O)c1ccc2c(c1)OCO2. The result is 1 (inhibitor). (4) The molecule is Cc1cccc(NC2(C(F)(F)F)N=C(c3ccccc3)NC2=O)n1. The result is 0 (non-inhibitor). (5) The result is 0 (non-inhibitor). The compound is CCCCC1=NN2C(=N)CC(=O)N=C2S1. (6) The drug is CCn1c(=O)[nH]c2ccccc2c1=O. The result is 0 (non-inhibitor). (7) The compound is CCCC[C@@H]1C[C@H]1C(NC(=O)Cc1ccccc1)c1ccc(-c2ccccc2)cc1. The result is 0 (non-inhibitor).